Dataset: Catalyst prediction with 721,799 reactions and 888 catalyst types from USPTO. Task: Predict which catalyst facilitates the given reaction. (1) Reactant: CC1C=CC(S(O[C:12]2[C:13]3[C:31]([Cl:32])=[C:30]([CH2:33][CH3:34])[NH:29][C:14]=3[N:15]=[C:16]([S:18][C:19]3[CH:28]=[N:27][C:26]4[C:21](=[N:22][CH:23]=[CH:24][N:25]=4)[CH:20]=3)[N:17]=2)(=O)=O)=CC=1.[CH:35]12[CH2:41][N:40]([C:42]([O:44][C:45]([CH3:48])([CH3:47])[CH3:46])=[O:43])[CH:39]1[CH2:38][NH:37][CH2:36]2. Product: [Cl:32][C:31]1[C:13]2[C:12]([N:37]3[CH2:38][CH:39]4[CH:35]([CH2:41][N:40]4[C:42]([O:44][C:45]([CH3:48])([CH3:47])[CH3:46])=[O:43])[CH2:36]3)=[N:17][C:16]([S:18][C:19]3[CH:28]=[N:27][C:26]4[C:21](=[N:22][CH:23]=[CH:24][N:25]=4)[CH:20]=3)=[N:15][C:14]=2[NH:29][C:30]=1[CH2:33][CH3:34]. The catalyst class is: 8. (2) Reactant: C(O)(=O)C.[NH2:5][C:6]([C:12]1[CH:13]=[N:14][CH:15]=[CH:16][CH:17]=1)=[CH:7][C:8]([O:10][CH3:11])=[O:9].[BH4-].[Na+].[ClH:20]. Product: [ClH:20].[ClH:20].[NH2:5][CH:6]([C:12]1[CH:13]=[N:14][CH:15]=[CH:16][CH:17]=1)[CH2:7][C:8]([O:10][CH3:11])=[O:9]. The catalyst class is: 36. (3) Reactant: Cl[C:2](=[O:13])[CH2:3][CH2:4][CH2:5][CH2:6][CH2:7][CH2:8][C:9]([O:11][CH3:12])=[O:10].[N+:14]([C:17]1[CH:22]=[CH:21][C:20]([C:23]2[CH:28]=[CH:27][CH:26]=[CH:25][CH:24]=2)=[CH:19][C:18]=1[NH2:29])([O-:16])=[O:15].C(N(CC)CC)C. Product: [N+:14]([C:17]1[CH:22]=[CH:21][C:20]([C:23]2[CH:28]=[CH:27][CH:26]=[CH:25][CH:24]=2)=[CH:19][C:18]=1[NH:29][C:2](=[O:13])[CH2:3][CH2:4][CH2:5][CH2:6][CH2:7][CH2:8][C:9]([O:11][CH3:12])=[O:10])([O-:16])=[O:15]. The catalyst class is: 39. (4) Reactant: [CH:1]1([CH2:8][C:9]([NH:11][C:12]2[CH:21]=[CH:20][CH:19]=[C:18]3[C:13]=2[CH:14]=[CH:15][N:16]([CH:23]([CH2:28][OH:29])[C:24]([O:26]C)=O)[C:17]3=[O:22])=[O:10])[CH2:7][CH2:6][CH2:5][CH2:4][CH2:3][CH2:2]1.[NH3:30]. Product: [CH:1]1([CH2:8][C:9]([NH:11][C:12]2[CH:21]=[CH:20][CH:19]=[C:18]3[C:13]=2[CH:14]=[CH:15][N:16]([CH:23]([CH2:28][OH:29])[C:24]([NH2:30])=[O:26])[C:17]3=[O:22])=[O:10])[CH2:2][CH2:3][CH2:4][CH2:5][CH2:6][CH2:7]1. The catalyst class is: 5. (5) Reactant: [Br:1][C:2]1[CH:18]=[CH:17][C:5]2[C:6]3[N:10]([CH2:11][CH2:12][O:13][C:4]=2[CH:3]=1)[CH:9]=[C:8]([C:14]([NH2:16])=[O:15])[N:7]=3.[CH3:19][N:20]([CH:22](OC)OC)[CH3:21]. Product: [CH3:19][N:20]([CH3:22])/[CH:21]=[N:16]\[C:14]([C:8]1[N:7]=[C:6]2[N:10]([CH2:11][CH2:12][O:13][C:4]3[CH:3]=[C:2]([Br:1])[CH:18]=[CH:17][C:5]=32)[CH:9]=1)=[O:15]. The catalyst class is: 12.